Task: Predict the reaction yield, written as a fraction of the theoretical maximum amount of product (1.0 means a 100% yield; for example, 0.34 means a 34% yield).. Dataset: Reaction yield outcomes from USPTO patents with 853,638 reactions (1) The reactants are [N+:1]([C:4]1[CH:5]=[C:6]([CH:20]=[CH:21][CH:22]=1)[O:7][CH:8]1[CH2:12][CH2:11][N:10]([C:13]([O:15][C:16]([CH3:19])([CH3:18])[CH3:17])=[O:14])[CH2:9]1)([O-])=O. The catalyst is CO.[Ni]. The product is [NH2:1][C:4]1[CH:5]=[C:6]([CH:20]=[CH:21][CH:22]=1)[O:7][CH:8]1[CH2:12][CH2:11][N:10]([C:13]([O:15][C:16]([CH3:17])([CH3:18])[CH3:19])=[O:14])[CH2:9]1. The yield is 0.700. (2) The reactants are [NH2:1][C:2]1[CH:7]=[CH:6][C:5]([O:8][C:9]([F:12])([F:11])[F:10])=[CH:4][C:3]=1[C:13]([C:15]1[CH:20]=[CH:19][C:18]([F:21])=[C:17]([F:22])[CH:16]=1)=O.[F:23][C:24]([F:32])([F:31])[C:25](=[O:30])[CH2:26][C:27](=O)[CH3:28].C(O)(C)C. The catalyst is CCCCCCC.C(OCC)(=O)C. The product is [F:22][C:17]1[CH:16]=[C:15]([C:13]2[C:3]3[C:2](=[CH:7][CH:6]=[C:5]([O:8][C:9]([F:12])([F:11])[F:10])[CH:4]=3)[N:1]=[C:27]([CH3:28])[C:26]=2[C:25](=[O:30])[C:24]([F:32])([F:31])[F:23])[CH:20]=[CH:19][C:18]=1[F:21]. The yield is 0.360. (3) The reactants are [CH:1]([C:3]1[CH:12]=[CH:11][C:6]([C:7]([O:9][CH3:10])=[O:8])=[C:5]([O:13]C)[CH:4]=1)=[O:2].[Al+3].[Cl-].[Cl-].[Cl-].O. The catalyst is C(Cl)Cl. The product is [CH:1]([C:3]1[CH:12]=[CH:11][C:6]([C:7]([O:9][CH3:10])=[O:8])=[C:5]([OH:13])[CH:4]=1)=[O:2]. The yield is 0.920.